The task is: Predict the reactants needed to synthesize the given product.. This data is from Full USPTO retrosynthesis dataset with 1.9M reactions from patents (1976-2016). (1) Given the product [CH2:15]([N:22]1[CH2:26][CH2:25][CH:24]([C:27]2[NH:14][C:12](=[O:13])[C:3]3[CH:4]=[N:5][N:6]([CH:7]4[CH2:11][CH2:10][CH2:9][CH2:8]4)[C:2]=3[N:1]=2)[CH2:23]1)[C:16]1[CH:21]=[CH:20][CH:19]=[CH:18][CH:17]=1, predict the reactants needed to synthesize it. The reactants are: [NH2:1][C:2]1[N:6]([CH:7]2[CH2:11][CH2:10][CH2:9][CH2:8]2)[N:5]=[CH:4][C:3]=1[C:12]([NH2:14])=[O:13].[CH2:15]([N:22]1[CH2:26][CH2:25][CH:24]([C:27](OC)=O)[CH2:23]1)[C:16]1[CH:21]=[CH:20][CH:19]=[CH:18][CH:17]=1. (2) Given the product [CH2:23]([C@H:22]1[N:19]([C:16]2[CH:17]=[CH:18][C:13]([C:12]([F:32])([F:31])[F:11])=[CH:14][CH:15]=2)[C:20](=[O:30])[CH2:21]1)[CH3:24], predict the reactants needed to synthesize it. The reactants are: [H-].[Na+].ClCCl.CN(C)C=O.[F:11][C:12]([F:32])([F:31])[C:13]1[CH:18]=[CH:17][C:16]([NH:19][C:20](=[O:30])[CH2:21][C@@H:22](OS(C)(=O)=O)[CH2:23][CH3:24])=[CH:15][CH:14]=1. (3) Given the product [F:10][C:9]([F:12])([F:11])[C:3]1[CH:4]=[CH:5][CH:6]=[C:7]([F:8])[C:2]=1[C:22]1[CH:23]=[CH:24][N:19]=[CH:20][CH:21]=1, predict the reactants needed to synthesize it. The reactants are: Br[C:2]1[C:7]([F:8])=[CH:6][CH:5]=[CH:4][C:3]=1[C:9]([F:12])([F:11])[F:10].C(=O)([O-])[O-].[K+].[K+].[N:19]1[CH:24]=[CH:23][C:22](B(O)O)=[CH:21][CH:20]=1.[Cl-].[NH4+]. (4) Given the product [F:1][C:2]1([CH3:16])[CH:11]=[C:10]([S:12]([CH3:15])(=[O:14])=[O:13])[CH:9]=[CH:8][CH:3]1[C:4]([OH:6])=[O:5], predict the reactants needed to synthesize it. The reactants are: [F:1][C:2]1([CH3:16])[CH:11]=[C:10]([S:12]([CH3:15])(=[O:14])=[O:13])[CH:9]=[CH:8][CH:3]1[C:4]([O:6]C)=[O:5].[OH-].[Na+]. (5) Given the product [O:23]1[C:19]2[CH:18]=[CH:17][N:16]=[C:15]([O:14][C:13]3[CH:24]=[CH:25][C:26]([C:2]4[N:7]=[C:6]([NH2:8])[CH:5]=[N:4][C:3]=4[CH3:9])=[C:11]([CH3:10])[CH:12]=3)[C:20]=2[CH:21]=[CH:22]1, predict the reactants needed to synthesize it. The reactants are: Br[C:2]1[N:7]=[C:6]([NH2:8])[CH:5]=[N:4][C:3]=1[CH3:9].[CH3:10][C:11]1[CH:12]=[C:13]([CH:24]=[CH:25][C:26]=1B1OC(C)(C)C(C)(C)O1)[O:14][C:15]1[C:20]2[CH:21]=[CH:22][O:23][C:19]=2[CH:18]=[CH:17][N:16]=1.C(=O)([O-])[O-].[Na+].[Na+]. (6) Given the product [F:30][Si:4]([CH:26]([CH3:28])[CH3:27])([CH:23]([CH3:25])[CH3:24])[CH2:5][CH2:6][CH2:7][NH:8][C:9]([C:11]1[CH:16]=[CH:15][C:14]([C:17]2[CH:22]=[CH:21][CH:20]=[CH:19][CH:18]=2)=[CH:13][CH:12]=1)=[O:10], predict the reactants needed to synthesize it. The reactants are: C(O[Si:4]([CH:26]([CH3:28])[CH3:27])([CH:23]([CH3:25])[CH3:24])[CH2:5][CH2:6][CH2:7][NH:8][C:9]([C:11]1[CH:16]=[CH:15][C:14]([C:17]2[CH:22]=[CH:21][CH:20]=[CH:19][CH:18]=2)=[CH:13][CH:12]=1)=[O:10])C.B(F)(F)[F:30].CCOCC. (7) Given the product [C:17]([O:16][C:14]([NH:13][CH:6]([CH:7]1[CH2:8][CH2:9][CH2:10][CH2:11][CH2:12]1)[CH2:5][CH2:4][C:3]([OH:21])=[O:2])=[O:15])([CH3:20])([CH3:18])[CH3:19], predict the reactants needed to synthesize it. The reactants are: C[O:2][C:3](=[O:21])[CH2:4][CH2:5][CH:6]([NH:13][C:14]([O:16][C:17]([CH3:20])([CH3:19])[CH3:18])=[O:15])[CH:7]1[CH2:12][CH2:11][CH2:10][CH2:9][CH2:8]1.[OH-].[Na+].C(O)(=O)CC(CC(O)=O)(C(O)=O)O. (8) The reactants are: [F:1][C:2]1[CH:7]=[C:6]([F:8])[CH:5]=[CH:4][C:3]=1[C:9]1[N:10]=[C:11]2[CH2:24][CH2:23][CH2:22][N:12]2[C:13]=1[C:14]1[N:15]=[N:16][C:17]([NH:20][NH2:21])=[CH:18][CH:19]=1.[Si:25]([O:32][CH2:33][C:34]([CH3:38])([CH3:37])[CH:35]=O)([C:28]([CH3:31])([CH3:30])[CH3:29])([CH3:27])[CH3:26].C(O)(=O)C.C(O)(=O)C.IC1C=CC=CC=1.C([O-])(O)=O.[Na+]. Given the product [Si:25]([O:32][CH2:33][C:34]([C:38]1[N:16]2[N:15]=[C:14]([C:13]3[N:12]4[CH2:22][CH2:23][CH2:24][C:11]4=[N:10][C:9]=3[C:3]3[CH:4]=[CH:5][C:6]([F:8])=[CH:7][C:2]=3[F:1])[CH:19]=[CH:18][C:17]2=[N:20][N:21]=1)([CH3:37])[CH3:35])([C:28]([CH3:29])([CH3:30])[CH3:31])([CH3:26])[CH3:27], predict the reactants needed to synthesize it. (9) Given the product [CH3:22][N:2]([CH3:1])[CH2:3][CH2:4][CH2:5][C:6]1[N:11]=[CH:10][C:9]([C:12]([C:14]2[CH:15]=[CH:16][C:17]([OH:20])=[CH:18][CH:19]=2)=[O:13])=[CH:8][CH:7]=1, predict the reactants needed to synthesize it. The reactants are: [CH3:1][N:2]([CH3:22])[CH2:3][CH2:4][CH2:5][C:6]1[N:11]=[CH:10][C:9]([C:12]([C:14]2[CH:19]=[CH:18][C:17]([O:20]C)=[CH:16][CH:15]=2)=[O:13])=[CH:8][CH:7]=1.Br.